From a dataset of Catalyst prediction with 721,799 reactions and 888 catalyst types from USPTO. Predict which catalyst facilitates the given reaction. (1) Reactant: [CH2:1]([O:11][CH2:12][C:13]([CH2:18][O:19][CH2:20][CH2:21][CH2:22][CH2:23][CH2:24][CH2:25][CH2:26][CH2:27][CH2:28][CH3:29])([CH2:16][OH:17])[CH2:14][OH:15])[CH2:2][CH2:3][CH2:4][CH2:5][CH2:6][CH2:7][CH2:8][CH2:9][CH3:10].[H-].[Na+].Cl.[CH3:33][N:34]([CH3:38])[CH2:35][CH2:36]Cl. Product: [CH2:20]([O:19][CH2:18][C:13]([CH2:12][O:11][CH2:1][CH2:2][CH2:3][CH2:4][CH2:5][CH2:6][CH2:7][CH2:8][CH2:9][CH3:10])([CH2:16][O:17][CH2:36][CH2:35][N:34]([CH3:38])[CH3:33])[CH2:14][O:15][CH2:36][CH2:35][N:34]([CH3:38])[CH3:33])[CH2:21][CH2:22][CH2:23][CH2:24][CH2:25][CH2:26][CH2:27][CH2:28][CH3:29]. The catalyst class is: 3. (2) Reactant: [CH:1]1[CH:6]=[C:5]2[C:7]([CH:10]=[O:11])=[CH:8][NH:9][C:4]2=[CH:3][CH:2]=1.[H-].[Na+].[C:14]1([C:20]([C:37]2[CH:42]=[CH:41][CH:40]=[CH:39][CH:38]=2)([C:31]2[CH:36]=[CH:35][CH:34]=[CH:33][CH:32]=2)[O:21][CH2:22][CH2:23][O:24][CH2:25][CH2:26][O:27][CH:28](Br)[CH3:29])[CH:19]=[CH:18][CH:17]=[CH:16][CH:15]=1.C(OCC)(=O)C. Product: [C:14]1([C:20]([C:37]2[CH:42]=[CH:41][CH:40]=[CH:39][CH:38]=2)([C:31]2[CH:32]=[CH:33][CH:34]=[CH:35][CH:36]=2)[O:21][CH2:22][CH2:23][O:24][CH2:25][CH2:26][O:27][CH2:28][CH2:29][N:9]2[C:4]3[C:5](=[CH:6][CH:1]=[CH:2][CH:3]=3)[C:7]([CH:10]=[O:11])=[CH:8]2)[CH:15]=[CH:16][CH:17]=[CH:18][CH:19]=1. The catalyst class is: 266. (3) The catalyst class is: 300. Reactant: Cl.[NH2:2][OH:3].[F:4][C:5]([F:23])([F:22])[C:6]1[CH:7]=[C:8]([S:12]([N:15]2[CH2:20][CH2:19][C:18](=O)[CH2:17][CH2:16]2)(=[O:14])=[O:13])[CH:9]=[CH:10][CH:11]=1. Product: [F:4][C:5]([F:23])([F:22])[C:6]1[CH:7]=[C:8]([S:12]([N:15]2[CH2:20][CH2:19][C:18](=[N:2][OH:3])[CH2:17][CH2:16]2)(=[O:14])=[O:13])[CH:9]=[CH:10][CH:11]=1. (4) Reactant: [Cl:1][C:2]1[N:3]=[CH:4][C:5]2[NH:11][C:10](=[O:12])[C:9]([CH3:14])([CH3:13])[CH2:8][N:7]([CH:15]3[CH2:19][CH2:18][CH2:17][CH2:16]3)[C:6]=2[N:20]=1.[CH3:21]I.[H-].[Na+]. Product: [Cl:1][C:2]1[N:3]=[CH:4][C:5]2[N:11]([CH3:21])[C:10](=[O:12])[C:9]([CH3:13])([CH3:14])[CH2:8][N:7]([CH:15]3[CH2:16][CH2:17][CH2:18][CH2:19]3)[C:6]=2[N:20]=1. The catalyst class is: 3.